From a dataset of Forward reaction prediction with 1.9M reactions from USPTO patents (1976-2016). Predict the product of the given reaction. (1) Given the reactants [CH3:1][O:2][C:3]1[CH:4]=[C:5]2[C:10](=[CH:11][CH:12]=1)[C:9](=O)[NH:8][C:7]([C:14]#[N:15])=[C:6]2[C:16]1[CH:21]=[CH:20][CH:19]=[CH:18][CH:17]=1.O=P(Cl)(Cl)[Cl:24], predict the reaction product. The product is: [Cl:24][C:9]1[C:10]2[C:5](=[CH:4][C:3]([O:2][CH3:1])=[CH:12][CH:11]=2)[C:6]([C:16]2[CH:21]=[CH:20][CH:19]=[CH:18][CH:17]=2)=[C:7]([C:14]#[N:15])[N:8]=1. (2) Given the reactants [F:1][C:2]1[CH:7]=[CH:6][C:5](/[C:8](=[CH:11]/[C:12]2[CH:17]=[C:16]([CH3:18])[CH:15]=[CH:14][C:13]=2[N+:19]([O-:21])=[O:20])/[C:9]#[N:10])=[CH:4][CH:3]=1.[BH4-].[Na+], predict the reaction product. The product is: [F:1][C:2]1[CH:3]=[CH:4][C:5]([CH:8]([CH2:11][C:12]2[CH:17]=[C:16]([CH3:18])[CH:15]=[CH:14][C:13]=2[N+:19]([O-:21])=[O:20])[C:9]#[N:10])=[CH:6][CH:7]=1. (3) Given the reactants [NH2:1][C:2]1[CH:11]=[CH:10][C:9]([Cl:12])=[CH:8][C:3]=1[C:4]([O:6][CH3:7])=[O:5].IC.[C:15](=O)([O-])[O-].[K+].[K+], predict the reaction product. The product is: [CH3:7][O:6][C:4](=[O:5])[C:3]1[CH:8]=[C:9]([Cl:12])[CH:10]=[CH:11][C:2]=1[NH:1][CH3:15]. (4) Given the reactants [OH:1][CH:2]([C:4]1[S:8][C:7]([C:9](=O)[CH2:10][CH2:11][C:12](=O)[CH:13]([C:21]2[CH:26]=[CH:25][C:24]([S:27]([CH3:30])(=[O:29])=[O:28])=[CH:23][CH:22]=2)[CH2:14][CH:15]2[CH2:20][CH2:19][O:18][CH2:17][CH2:16]2)=[N:6][CH:5]=1)[CH3:3].C([O-])(=O)C.[NH4+:37].[OH-].[Na+], predict the reaction product. The product is: [CH3:30][S:27]([C:24]1[CH:25]=[CH:26][C:21]([CH:13]([C:12]2[NH:37][C:9]([C:7]3[S:8][C:4]([CH:2]([OH:1])[CH3:3])=[CH:5][N:6]=3)=[CH:10][CH:11]=2)[CH2:14][CH:15]2[CH2:16][CH2:17][O:18][CH2:19][CH2:20]2)=[CH:22][CH:23]=1)(=[O:28])=[O:29]. (5) Given the reactants Cl[C:2]1[C:3]([CH:5]=[C:6]([NH:10][C:11]2[C:20]3[C:15](=[CH:16][C:17]([O:23][CH2:24][CH2:25][O:26][CH3:27])=[C:18]([O:21][CH3:22])[CH:19]=3)[N:14]=[CH:13][N:12]=2)[C:7](=[O:9])[CH:8]=1)=[O:4].FC1C(O)=C(F)C(F)=C(F)C=1F.[NH2:40][C:41]1[CH:42]=[CH:43][C:44]2[N:45]([CH2:54][CH3:55])[C:46]3[C:51]([C:52]=2[CH:53]=1)=[CH:50][CH:49]=[CH:48][CH:47]=3.C(=O)([O-])[O-].[K+].[K+], predict the reaction product. The product is: [CH2:54]([N:45]1[C:44]2[CH:43]=[CH:42][C:41]([NH:40][C:2]3[C:3]([CH:5]=[C:6]([NH:10][C:11]4[C:20]5[C:15](=[CH:16][C:17]([O:23][CH2:24][CH2:25][O:26][CH3:27])=[C:18]([O:21][CH3:22])[CH:19]=5)[N:14]=[CH:13][N:12]=4)[C:7](=[O:9])[CH:8]=3)=[O:4])=[CH:53][C:52]=2[C:51]2[C:46]1=[CH:47][CH:48]=[CH:49][CH:50]=2)[CH3:55]. (6) The product is: [C:11]1([CH3:21])[CH:16]=[CH:15][C:14]([S:17]([NH:4][C:3]2[C:5]([CH3:10])=[CH:6][C:7]([CH3:9])=[CH:8][C:2]=2[CH3:1])(=[O:19])=[O:18])=[CH:13][CH:12]=1. Given the reactants [CH3:1][C:2]1[CH:8]=[C:7]([CH3:9])[CH:6]=[C:5]([CH3:10])[C:3]=1[NH2:4].[C:11]1([CH3:21])[CH:16]=[CH:15][C:14]([S:17](Cl)(=[O:19])=[O:18])=[CH:13][CH:12]=1.Cl, predict the reaction product.